This data is from Experimentally validated miRNA-target interactions with 360,000+ pairs, plus equal number of negative samples. The task is: Binary Classification. Given a miRNA mature sequence and a target amino acid sequence, predict their likelihood of interaction. (1) The miRNA is mmu-miR-296-5p with sequence AGGGCCCCCCCUCAAUCCUGU. The protein sequence of the target gene is MTRDFKPGDLIFAKMKGYPHWPARVDEVPDGAVKPPTNKLPIFFFGTHETAFLGPKDIFPYSENKEKYGKPNKRKGFNEGLWEIDNNPKVKFSSQQASTKQSNASSDVEVEEKETNVSKEDTDQEEKASNEDVTKAVDITTPKAARRGRKRKAEKQVDTEEAGMVTAATASNVKASPKRGRPAATEVKIPKPRGRPKVVKQPCPSDGDMVIDEDKSKKKGPEEKQPKKQLKKEEEGQKEEEKPRKEPDKKEGKKEVESKRKNLAKPGVTSTSDSEDEDDQEGEKKRKGGRNFQAAHRRNM.... Result: 0 (no interaction). (2) The miRNA is mmu-miR-511-5p with sequence AUGCCUUUUGCUCUGCACUCA. The protein sequence of the target gene is MVYYPELLVWVSQEPFAYKEMEGGLIKGRLPVPKEVNRKKMEETGAASLTPPGSREFTSPATSYLHPF. Result: 1 (interaction). (3) The miRNA is hsa-miR-4652-3p with sequence GUUCUGUUAACCCAUCCCCUCA. The protein sequence of the target gene is MATGSAQGNFTGHTKKTNGNNGTNGALVQSPSNQSALGAGGANSNGSAARVWGVATGSSSGLAHCSVSGGDGKMDTMIGDGRSQNCWGASNSNAGINLNLNPNANPAAWPVLGHEGTVATGNPSSICSPVSAIGQNMGNQNGNPTGTLGAWGNLLPQESTEPQTSTSQNVSFSAQPQNLNTDGPNNTNPMNSSPNPINAMQTNGLPNWGMAVGMGAIIPPHLQGLPGANGSSVSQVSGGSAEGISNSVWGLSPGNPATGNSNSGFSQGNGDTVNSALSAKQNGSSSAVQKEGSGGNAWDS.... Result: 1 (interaction). (4) The miRNA is hsa-miR-6772-5p with sequence UGGGUGUAGGCUGGAGCUGAGG. The protein sequence of the target gene is MANLSQPSEFVLLGFSSFGELQALLYGPFLMLYLLAFMGNTIIIVMVIADTHLHTPMYFFLGNFSLLEILVTMTAVPRMLSDLLVPHKVITFTGCMVQFYFHFSLGSTSFLILTDMALDRFVAICHPLRYGTLMSRAMCVQLAGAAWAAPFLAMVPTVLSRAHLDYCHGDVINHFFCDNEPLLQLSCSDTRLLEFWDFLMALTFVLSSFLVTLISYGYIVTTVLRIPSASSCQKAFSTCGSHLTLVFIGYSSTIFLYVRPGKAHSVQVRKVVALVTSVLTPFLNPFILTFCNQTVKTVLQ.... Result: 0 (no interaction). (5) The protein sequence of the target gene is MANYSHAADNILQNLSPLTAFLKLTSLGFIIGVSVVGNLLISILLVKDKTLHRAPYYFLLDLCCSDILRSAICFPFVFNSVKNGSTWTYGTLTCKVIAFLGVLSCFHTAFMLFCISVTRYLAIAHHRFYTKRLTFWTCLAVICMVWTLSVAMAFPPVLDVGTYSFIREEDQCTFQHRSFRANDSLGFMLLLALILLATQLVYLKLIFFVHDRRKMKPVQFVAAVSQNWTFHGPGASGQAAANWLAGFGRGPTPPTLLGIRQNANTTGRRRLLVLDEFKMEKRISRMFYIMTFLFLTLWGP.... Result: 1 (interaction). The miRNA is hsa-miR-548t-3p with sequence AAAAACCACAAUUACUUUUGCACCA. (6) The miRNA is cel-miR-259-5p with sequence AAAUCUCAUCCUAAUCUGGUAGCA. The protein sequence of the target gene is MIDTLRPVPFASEMAICKTVSWLNEQLELGNERLLLMDCRPQELYESSHIESAINVAIPGIMLRRLQKGNLPVRALFTRCEDRDRFTRRCGTDTVVLYDENSSDWNENTGGESVLGLLLKKLKDEGCRAFYLEGGFSKFQAEFALHCETNLDGSCSSSSPPLPVLGLGGLRISSDSSSDIESDLDRDPNSATDSDGSPLSNSQPSFPVEILPFLYLGCAKDSTNLDVLEEFGIKYILNVTPNLPNLFENAGEFKYKQIPISDHWSQNLSQFFPEAISFIDEARGKNCGVLVHCLAGISRS.... Result: 0 (no interaction). (7) Result: 0 (no interaction). The protein sequence of the target gene is MAAAMPLGLPLRLLVLLLVGRGCCGCAEGPRDSLREELVITPLPSGDVAATFQFRTRWDSDLQREGVSHYRLFPKALGQLISKYSLRELHLSFTQGFWRTRYWGPPFLQAPSGAELWVWFQDTVTDVDKSWRELSNVLSGIFCASLNFIDATNTVTPTASFKPLGLANDTDDYFLRYAVLPREVVCTENLTPWKKLLPCSSKAGLSVLLKADRLFHTSYHSQAVHIRPICRNAHCTSISWELRQTLSVVFDAFITGQGKKDWSLFRMFSRTLTEACPLASQSLVYVDITGYSQDNETLEV.... The miRNA is cel-miR-81-3p with sequence UGAGAUCAUCGUGAAAGCUAGU.